From a dataset of Forward reaction prediction with 1.9M reactions from USPTO patents (1976-2016). Predict the product of the given reaction. (1) Given the reactants ClC(Cl)(O[C:5](=[O:11])OC(Cl)(Cl)Cl)Cl.Cl.[F:14][C:15]1[CH:38]=[CH:37][C:18]([C:19]([NH:21][C:22]2[N:26](C(OCC)=O)[N:25]=[C:24]3[C:32]([CH3:36])([CH3:35])[NH:33][CH2:34][C:23]=23)=[O:20])=[CH:17][CH:16]=1.C(N(CC)C(C)C)(C)C.[CH3:48][N:49]1[CH2:54][CH2:53][NH:52][CH2:51][CH2:50]1, predict the reaction product. The product is: [CH3:36][C:32]1([CH3:35])[C:24]2=[N:25][NH:26][C:22]([NH:21][C:19](=[O:20])[C:18]3[CH:17]=[CH:16][C:15]([F:14])=[CH:38][CH:37]=3)=[C:23]2[CH2:34][N:33]1[C:5]([N:52]1[CH2:53][CH2:54][N:49]([CH3:48])[CH2:50][CH2:51]1)=[O:11]. (2) Given the reactants [C:1]([O:5][C:6]([N:8]1[CH2:12][CH:11]=[CH:10][C@H:9]1[C:13]([OH:15])=[O:14])=[O:7])([CH3:4])([CH3:3])[CH3:2].C(=O)([O-])[O-].[Cs+].[Cs+].[CH2:22](Br)[C:23]1[CH:28]=[CH:27][CH:26]=[CH:25][CH:24]=1, predict the reaction product. The product is: [C:1]([O:5][C:6]([N:8]1[CH2:12][CH:11]=[CH:10][C@H:9]1[C:13]([O:15][CH2:22][C:23]1[CH:28]=[CH:27][CH:26]=[CH:25][CH:24]=1)=[O:14])=[O:7])([CH3:4])([CH3:2])[CH3:3]. (3) Given the reactants [H-].[Na+].[C:3]([O:11][CH2:12][CH3:13])(=[O:10])[CH2:4][C:5]([O:7][CH2:8][CH3:9])=[O:6].F[C:15]1[CH:16]=[C:17]([C:24]2[S:28][C:27]([CH2:29][CH2:30][C@@H:31]([NH:43][C:44](=[O:50])[O:45][C:46]([CH3:49])([CH3:48])[CH3:47])[CH2:32][C:33]3[CH:34]=[N:35][C:36]([C:39]([F:42])([F:41])[F:40])=[CH:37][CH:38]=3)=[N:26][N:25]=2)[CH:18]=[CH:19][C:20]=1[N+:21]([O-:23])=[O:22], predict the reaction product. The product is: [C:46]([O:45][C:44]([NH:43][C@@H:31]([CH2:32][C:33]1[CH:34]=[N:35][C:36]([C:39]([F:40])([F:42])[F:41])=[CH:37][CH:38]=1)[CH2:30][CH2:29][C:27]1[S:28][C:24]([C:17]2[CH:18]=[CH:19][C:20]([N+:21]([O-:23])=[O:22])=[C:15]([CH:4]([C:5]([O:7][CH2:8][CH3:9])=[O:6])[C:3]([O:11][CH2:12][CH3:13])=[O:10])[CH:16]=2)=[N:25][N:26]=1)=[O:50])([CH3:49])([CH3:47])[CH3:48]. (4) Given the reactants [CH3:1][C:2]1[O:3][C:4]2[C:9]([C:10](=[O:12])[CH:11]=1)=[CH:8][CH:7]=[CH:6][C:5]=2[CH:13]=[C:14]([C:23](=O)[CH3:24])[C:15]([C:17]1[CH:22]=[CH:21][CH:20]=[CH:19][CH:18]=1)=[O:16].[NH2:26]/[C:27](/[CH3:34])=[CH:28]\[C:29]([O:31][CH2:32][CH3:33])=[O:30], predict the reaction product. The product is: [C:15]([C:14]1[CH:13]([C:5]2[CH:6]=[CH:7][CH:8]=[C:9]3[C:4]=2[O:3][C:2]([CH3:1])=[CH:11][C:10]3=[O:12])[C:28]([C:29]([O:31][CH2:32][CH3:33])=[O:30])=[C:27]([CH3:34])[NH:26][C:23]=1[CH3:24])(=[O:16])[C:17]1[CH:18]=[CH:19][CH:20]=[CH:21][CH:22]=1. (5) Given the reactants C(OC([NH:8][C:9]1[CH:10]=[CH:11][C:12]([C:15]2[CH:16]=[N:17][C:18](Cl)=[C:19]([C:21]([O:23][CH3:24])=[O:22])[CH:20]=2)=[N:13][CH:14]=1)=O)(C)(C)C.[CH3:26][NH2:27], predict the reaction product. The product is: [NH2:8][C:9]1[CH:10]=[CH:11][C:12]([C:15]2[CH:16]=[N:17][C:18]([NH:27][CH3:26])=[C:19]([C:21]([O:23][CH3:24])=[O:22])[CH:20]=2)=[N:13][CH:14]=1. (6) Given the reactants N#N.[CH3:3][O:4][CH2:5][CH:6]1[CH2:10][CH2:9][CH2:8][NH:7]1.Br[CH2:12][CH2:13][CH2:14][C:15]#[N:16].C([O-])([O-])=O.[K+].[K+], predict the reaction product. The product is: [CH3:3][O:4][CH2:5][CH:6]1[CH2:10][CH2:9][CH2:8][N:7]1[CH2:12][CH2:13][CH2:14][CH2:15][NH2:16]. (7) Given the reactants Br[C:2]1[CH:3]=[C:4]2[C:9](=[CH:10][C:11]=1[CH:12]([F:14])[F:13])[N:8]([C:15]1[C:19]3[CH2:20][N:21]([C:24](=[O:26])[CH3:25])[CH2:22][CH2:23][C:18]=3[N:17]([CH:27]3[CH2:32][CH2:31][O:30][CH2:29][CH2:28]3)[N:16]=1)[CH2:7][CH2:6][CH2:5]2.CC1(C)C(C)(C)OB([C:41]2[CH:42]=[CH:43][C:44]([NH:47][C:48](=[O:50])[CH3:49])=[N:45][CH:46]=2)O1.C1(P(C2CCCCC2)C2C=CC=CC=2C2C(C(C)C)=CC(C(C)C)=CC=2C(C)C)CCCCC1.C([O-])([O-])=O.[Na+].[Na+], predict the reaction product. The product is: [C:24]([N:21]1[CH2:22][CH2:23][C:18]2[N:17]([CH:27]3[CH2:28][CH2:29][O:30][CH2:31][CH2:32]3)[N:16]=[C:15]([N:8]3[C:9]4[C:4](=[CH:3][C:2]([C:41]5[CH:42]=[CH:43][C:44]([NH:47][C:48](=[O:50])[CH3:49])=[N:45][CH:46]=5)=[C:11]([CH:12]([F:13])[F:14])[CH:10]=4)[CH2:5][CH2:6][CH2:7]3)[C:19]=2[CH2:20]1)(=[O:26])[CH3:25].